Dataset: Full USPTO retrosynthesis dataset with 1.9M reactions from patents (1976-2016). Task: Predict the reactants needed to synthesize the given product. (1) Given the product [OH:14][C:11]1([CH2:15][C:16]([O:18][CH2:19][CH3:20])=[O:17])[CH2:10][CH2:9][NH:8][CH2:13][CH2:12]1, predict the reactants needed to synthesize it. The reactants are: C([N:8]1[CH2:13][CH2:12][C:11]([CH2:15][C:16]([O:18][CH2:19][CH3:20])=[O:17])([OH:14])[CH2:10][CH2:9]1)C1C=CC=CC=1. (2) Given the product [CH3:11][S:12][C:13]1[CH:14]=[C:15]([CH2:19][C:20]#[N:21])[CH:16]=[CH:17][CH:18]=1.[CH3:11][S:12][C:13]1[CH:14]=[C:15]([C:19]2([C:20]#[N:21])[CH2:9][CH2:5][C:4](=[O:25])[CH2:3][CH2:8]2)[CH:16]=[CH:17][CH:18]=1, predict the reactants needed to synthesize it. The reactants are: CS[C:3]1[CH:4]=[C:5]([CH2:9]O)C=C[CH:8]=1.[CH3:11][S:12][C:13]1[CH:14]=[C:15]([CH2:19][C:20]#[N:21])[CH:16]=[CH:17][CH:18]=1.C(OC)(=[O:25])C=C. (3) Given the product [CH3:1][C:2]([CH3:9])([CH2:7][C:6](=[O:8])[O:10][C@H:11]1[CH2:28][CH2:27][C@@:26]2([CH3:29])[C@@H:13]([CH2:14][CH2:15][C@:16]3([CH3:56])[C@@H:25]2[CH2:24][CH2:23][C@H:22]2[C@@:17]3([CH3:55])[CH2:18][CH2:19][C@@:20]3([C:37]([N:39]4[CH2:43][CH2:42][CH2:41][C@H:40]4[C:44]4[NH:45][C:46]([C:49]5[CH:50]=[N:51][CH:52]=[CH:53][CH:54]=5)=[CH:47][N:48]=4)=[O:38])[CH2:32][CH2:31][C@@H:30]([C:33]4([CH3:36])[CH2:34][CH2:35]4)[C@@H:21]32)[C:12]1([CH3:58])[CH3:57])[C:3]([OH:5])=[O:4], predict the reactants needed to synthesize it. The reactants are: [CH3:1][C:2]1([CH3:9])[CH2:7][C:6](=[O:8])[O:5][C:3]1=[O:4].[OH:10][C@H:11]1[CH2:28][CH2:27][C@@:26]2([CH3:29])[C@@H:13]([CH2:14][CH2:15][C@:16]3([CH3:56])[C@@H:25]2[CH2:24][CH2:23][C@H:22]2[C@@:17]3([CH3:55])[CH2:18][CH2:19][C@@:20]3([C:37]([N:39]4[CH2:43][CH2:42][CH2:41][C@H:40]4[C:44]4[NH:45][C:46]([C:49]5[CH:50]=[N:51][CH:52]=[CH:53][CH:54]=5)=[CH:47][N:48]=4)=[O:38])[CH2:32][CH2:31][C@@H:30]([C:33]4([CH3:36])[CH2:35][CH2:34]4)[C@@H:21]32)[C:12]1([CH3:58])[CH3:57]. (4) Given the product [CH2:1]([C:5]1([CH3:37])[CH2:10][CH2:9][N:8]([C:11]2[N:16]3[N:17]=[C:18]([C:20]([OH:22])=[O:21])[CH:19]=[C:15]3[N:14]=[C:13]([CH3:25])[C:12]=2[C@H:26]([O:32][C:33]([CH3:36])([CH3:35])[CH3:34])[C:27]([O:29][CH2:30][CH3:31])=[O:28])[CH2:7][CH2:6]1)[CH2:2][CH:3]=[CH2:4], predict the reactants needed to synthesize it. The reactants are: [CH2:1]([C:5]1([CH3:37])[CH2:10][CH2:9][N:8]([C:11]2[N:16]3[N:17]=[C:18]([C:20]([O:22]CC)=[O:21])[CH:19]=[C:15]3[N:14]=[C:13]([CH3:25])[C:12]=2[C@H:26]([O:32][C:33]([CH3:36])([CH3:35])[CH3:34])[C:27]([O:29][CH2:30][CH3:31])=[O:28])[CH2:7][CH2:6]1)[CH2:2][CH:3]=[CH2:4].[OH-].[Na+].